Dataset: Reaction yield outcomes from USPTO patents with 853,638 reactions. Task: Predict the reaction yield, written as a fraction of the theoretical maximum amount of product (1.0 means a 100% yield; for example, 0.34 means a 34% yield). (1) The catalyst is O. The yield is 0.220. The reactants are [CH:1]1[N:5]=[CH:4][N:3]([CH2:6][C:7]([P:13]([OH:16])([OH:15])=[O:14])([P:9]([OH:12])([OH:11])=[O:10])[OH:8])[CH:2]=1.[OH-:17].[Na+:18]. The product is [CH:1]1[N:5]=[CH:4][N:3]([CH2:6][C:7]([P:9]([O-:12])([OH:11])=[O:10])([P:13]([O-:15])([OH:16])=[O:14])[OH:8])[CH:2]=1.[OH2:17].[OH2:8].[OH2:8].[OH2:8].[Na+:18].[Na+:18]. (2) The reactants are [C:1]([Si:5]([CH3:21])([CH3:20])[O:6][C@H:7]([C:14]1[CH:19]=[CH:18][CH:17]=[CH:16][CH:15]=1)[CH2:8]OS(C)(=O)=O)([CH3:4])([CH3:3])[CH3:2].[F:22][C:23]1[CH:54]=[CH:53][CH:52]=[C:51]([C:55]([F:58])([F:57])[F:56])[C:24]=1[CH2:25][N:26]1[C:31]([CH3:32])=[C:30]([N:33]2[CH2:38][CH2:37][N:36]([CH2:39][C:40]3[O:41][C:42]([C:45]([F:48])([F:47])[F:46])=[CH:43][CH:44]=3)[CH2:35][CH2:34]2)[C:29](=[O:49])[NH:28][C:27]1=[O:50].C(=O)([O-])[O-].[K+].[K+]. The catalyst is CN(C=O)C. The product is [C:1]([Si:5]([CH3:20])([CH3:21])[O:6][C@H:7]([C:14]1[CH:15]=[CH:16][CH:17]=[CH:18][CH:19]=1)[CH2:8][N:28]1[C:29](=[O:49])[C:30]([N:33]2[CH2:34][CH2:35][N:36]([CH2:39][C:40]3[O:41][C:42]([C:45]([F:46])([F:47])[F:48])=[CH:43][CH:44]=3)[CH2:37][CH2:38]2)=[C:31]([CH3:32])[N:26]([CH2:25][C:24]2[C:51]([C:55]([F:57])([F:58])[F:56])=[CH:52][CH:53]=[CH:54][C:23]=2[F:22])[C:27]1=[O:50])([CH3:2])([CH3:3])[CH3:4]. The yield is 0.970. (3) The product is [Cl:1][C:2]1[CH:3]=[CH:4][C:5]([CH2:6][N:7]2[C:15]3[C:14](=[O:16])[N:13]([CH:17]4[CH2:18][CH:19]([CH2:21][OH:22])[CH2:20]4)[C:12](=[O:24])[N:11]([CH3:25])[C:10]=3[N:9]=[C:8]2[O:26][C:27]2[CH:32]=[CH:31][CH:30]=[C:29]([O:33][C:34]([F:37])([F:35])[F:36])[CH:28]=2)=[CH:38][CH:39]=1. The reactants are [Cl:1][C:2]1[CH:39]=[CH:38][C:5]([CH2:6][N:7]2[C:15]3[C:14](=[O:16])[N:13]([CH:17]4[CH2:20][CH:19]([C:21]([O-])=[O:22])[CH2:18]4)[C:12](=[O:24])[N:11]([CH3:25])[C:10]=3[N:9]=[C:8]2[O:26][C:27]2[CH:32]=[CH:31][CH:30]=[C:29]([O:33][C:34]([F:37])([F:36])[F:35])[CH:28]=2)=[CH:4][CH:3]=1.[H-].[H-].[H-].[H-].[Li+].[Al+3]. The yield is 0.343. The catalyst is C1COCC1. (4) The reactants are [F:1][CH:2]([F:37])[C:3]1[N:7]([C:8]2[N:13]=[C:12](S(C)(=O)=O)[N:11]=[C:10]([N:18]3[CH2:23][CH2:22][N:21]([C:24]([O:26][C:27]([CH3:30])([CH3:29])[CH3:28])=[O:25])[CH2:20][CH2:19]3)[CH:9]=2)[C:6]2[CH:31]=[CH:32][CH:33]=[C:34]([O:35][CH3:36])[C:5]=2[N:4]=1.[NH:38]1[CH2:43][CH2:42][O:41][CH2:40][CH2:39]1.O. The catalyst is C1COCC1. The product is [F:1][CH:2]([F:37])[C:3]1[N:7]([C:8]2[N:13]=[C:12]([N:38]3[CH2:43][CH2:42][O:41][CH2:40][CH2:39]3)[N:11]=[C:10]([N:18]3[CH2:23][CH2:22][N:21]([C:24]([O:26][C:27]([CH3:30])([CH3:29])[CH3:28])=[O:25])[CH2:20][CH2:19]3)[CH:9]=2)[C:6]2[CH:31]=[CH:32][CH:33]=[C:34]([O:35][CH3:36])[C:5]=2[N:4]=1. The yield is 1.00. (5) The yield is 0.620. The reactants are FC(F)(F)C(O)=O.N1([C:13]23[O:28][N:27]=[C:26]([C:29]([O:31][CH2:32][CH3:33])=[O:30])[CH:14]2[CH2:15][N:16](C(OC(C)(C)C)=O)[CH2:17][CH2:18]3)CCCC1.C([O-])(O)=O.[Na+]. The catalyst is C(Cl)Cl. The product is [O:28]1[C:13]2[CH2:18][CH2:17][NH:16][CH2:15][C:14]=2[C:26]([C:29]([O:31][CH2:32][CH3:33])=[O:30])=[N:27]1. (6) The yield is 0.980. The reactants are Cl.[F:2][C:3]1[CH:4]=[C:5]([CH:19]=[CH:20][CH:21]=1)[CH2:6][O:7][C:8]1[CH:18]=[CH:17][C:11]2[CH2:12][CH2:13][NH:14][CH2:15][CH2:16][C:10]=2[CH:9]=1.[CH3:22][O:23][CH2:24][C:25](Cl)=[O:26].C(N(C(C)C)C(C)C)C. No catalyst specified. The product is [F:2][C:3]1[CH:4]=[C:5]([CH:19]=[CH:20][CH:21]=1)[CH2:6][O:7][C:8]1[CH:18]=[CH:17][C:11]2[CH2:12][CH2:13][N:14]([C:25](=[O:26])[CH2:24][O:23][CH3:22])[CH2:15][CH2:16][C:10]=2[CH:9]=1. (7) The reactants are [NH2:1][C:2]1[C:3]2[C:10]([C:11]3[CH:16]=[CH:15][C:14]([O:17][C:18]4[CH:23]=[CH:22][CH:21]=[CH:20][CH:19]=4)=[CH:13][CH:12]=3)=[CH:9][N:8]([C@@H:24]3[CH2:29][CH2:28][CH2:27][N:26](C(OC(C)(C)C)=O)[CH2:25]3)[C:4]=2[N:5]=[CH:6][N:7]=1.C(O)(C(F)(F)F)=O. The catalyst is C(Cl)Cl. The product is [O:17]([C:14]1[CH:13]=[CH:12][C:11]([C:10]2[C:3]3[C:2]([NH2:1])=[N:7][CH:6]=[N:5][C:4]=3[N:8]([C@@H:24]3[CH2:29][CH2:28][CH2:27][NH:26][CH2:25]3)[CH:9]=2)=[CH:16][CH:15]=1)[C:18]1[CH:23]=[CH:22][CH:21]=[CH:20][CH:19]=1. The yield is 0.830. (8) The reactants are Cl.[F:2][C:3]1[CH:11]=[C:10]2[C:6]([C:7]([C:21]3[CH:22]=[N:23][N:24]([CH:26]4[CH2:31][CH2:30][NH:29][CH2:28][CH2:27]4)[CH:25]=3)=[CH:8][N:9]2[S:12]([C:15]2[CH:20]=[CH:19][CH:18]=[CH:17][CH:16]=2)(=[O:14])=[O:13])=[CH:5][CH:4]=1.[C:32]([O:35][CH2:36][C:37](Cl)=[O:38])(=[O:34])[CH3:33]. No catalyst specified. The product is [C:32]([O:35][CH2:36][C:37]([N:29]1[CH2:30][CH2:31][CH:26]([N:24]2[CH:25]=[C:21]([C:7]3[C:6]4[C:10](=[CH:11][C:3]([F:2])=[CH:4][CH:5]=4)[N:9]([S:12]([C:15]4[CH:16]=[CH:17][CH:18]=[CH:19][CH:20]=4)(=[O:13])=[O:14])[CH:8]=3)[CH:22]=[N:23]2)[CH2:27][CH2:28]1)=[O:38])(=[O:34])[CH3:33]. The yield is 1.00. (9) The reactants are [Cl:1][C:2]1[C:3]([O:12][C:13]2[CH:18]=[C:17]([O:19][CH2:20][CH2:21][CH2:22][O:23][CH3:24])[CH:16]=[CH:15][C:14]=2/[CH:25]=[CH:26]/[C:27]([OH:29])=[O:28])=[N:4][CH:5]=[C:6]([C:8]([F:11])([F:10])[F:9])[CH:7]=1. The catalyst is O1CCCC1. The product is [Cl:1][C:2]1[C:3]([O:12][C:13]2[CH:18]=[C:17]([O:19][CH2:20][CH2:21][CH2:22][O:23][CH3:24])[CH:16]=[CH:15][C:14]=2[CH2:25][CH2:26][C:27]([OH:29])=[O:28])=[N:4][CH:5]=[C:6]([C:8]([F:9])([F:11])[F:10])[CH:7]=1. The yield is 0.430. (10) The reactants are Br[CH2:2][CH2:3][CH2:4][CH2:5][O:6][C:7]1[CH:8]=[C:9]2[C:13](=[CH:14][C:15]=1[F:16])[N:12]([C:17]1[CH:22]=[CH:21][C:20]([Cl:23])=[CH:19][CH:18]=1)[CH:11]=[CH:10]2.[CH2:24]([CH2:27][NH2:28])[CH:25]=C.[OH-].[Na+].[CH3:31]N(C=O)C. No catalyst specified. The product is [CH2:27]([N:28]([CH2:2][CH2:3][CH2:4][CH2:5][O:6][C:7]1[CH:8]=[C:9]2[C:13](=[CH:14][C:15]=1[F:16])[N:12]([C:17]1[CH:22]=[CH:21][C:20]([Cl:23])=[CH:19][CH:18]=1)[CH:11]=[CH:10]2)[CH3:31])[CH:24]=[CH2:25]. The yield is 0.850.